From a dataset of Cav3 T-type calcium channel HTS with 100,875 compounds. Binary Classification. Given a drug SMILES string, predict its activity (active/inactive) in a high-throughput screening assay against a specified biological target. The result is 0 (inactive). The drug is Fc1ccc(C(=O)/C=C/NCC(=O)c2ccccc2)cc1.